Dataset: Reaction yield outcomes from USPTO patents with 853,638 reactions. Task: Predict the reaction yield, written as a fraction of the theoretical maximum amount of product (1.0 means a 100% yield; for example, 0.34 means a 34% yield). (1) The reactants are [C:1]([O:5][C:6](=[O:20])[NH:7][C:8]1[C:17]2[C:12](=[CH:13][CH:14]=[CH:15][CH:16]=2)[C:11]([C:18]#N)=[CH:10][CH:9]=1)([CH3:4])([CH3:3])[CH3:2].C([O:25][C:26](=O)[NH:27][C:28]1C2C(=CC=CC=2)C(C=O)=CC=1)(C)(C)C.C1(C)C(S([N+]#[C-])(=O)=O)=CC=CC=1.C(=O)([O-])[O-].[K+].[K+]. The catalyst is CO. The product is [C:1]([O:5][C:6](=[O:20])[NH:7][C:8]1[C:17]2[C:12](=[CH:13][CH:14]=[CH:15][CH:16]=2)[C:11]([C:18]2[O:25][CH:26]=[N:27][CH:28]=2)=[CH:10][CH:9]=1)([CH3:4])([CH3:3])[CH3:2]. The yield is 0.440. (2) The reactants are BrN1C(=O)CCC1=O.CC(N=NC(C#N)(C)C)(C#N)C.[C:21]([O:24][C:25]1[CH:30]=[CH:29][C:28]([CH:31]2[NH:35][C@H:34]([C:36]([O:38][CH3:39])=[O:37])[CH2:33][S:32]2)=[CH:27][C:26]=1[O:40][C:41](=[O:43])[CH3:42])(=[O:23])[CH3:22]. The catalyst is C(Cl)(Cl)(Cl)Cl. The product is [C:21]([O:24][C:25]1[CH:30]=[CH:29][C:28]([C:31]2[S:32][CH:33]=[C:34]([C:36]([O:38][CH3:39])=[O:37])[N:35]=2)=[CH:27][C:26]=1[O:40][C:41](=[O:43])[CH3:42])(=[O:23])[CH3:22]. The yield is 0.330.